Dataset: Forward reaction prediction with 1.9M reactions from USPTO patents (1976-2016). Task: Predict the product of the given reaction. (1) Given the reactants [Cl:1][C:2]1[CH:10]=[C:9]([F:11])[C:8]([S:12]([Cl:15])(=[O:14])=[O:13])=[CH:7][C:3]=1[C:4](O)=[O:5].[Cl:16]CCl.C(Cl)(=O)C(Cl)=O, predict the reaction product. The product is: [Cl:1][C:2]1[CH:10]=[C:9]([F:11])[C:8]([S:12]([Cl:15])(=[O:14])=[O:13])=[CH:7][C:3]=1[C:4]([Cl:16])=[O:5]. (2) Given the reactants [CH3:1][C:2]1[CH:7]=[CH:6][C:5]([S:8]([O:11][CH2:12][CH:13]2[CH2:17][C:16]3[CH:18]=[C:19]([Cl:30])[CH:20]=[C:21](OS(C(F)(F)F)(=O)=O)[C:15]=3O2)(=[O:10])=[O:9])=[CH:4][CH:3]=1.[CH3:31][C:32]1[CH:33]=[C:34](B(O)O)[CH:35]=C[CH:37]=1.[C:41](=[O:44])([O-])[O-].[K+].[K+], predict the reaction product. The product is: [CH3:1][C:2]1[CH:3]=[CH:4][C:5]([S:8]([O:11][CH2:12][CH:13]2[CH2:17][C:16]3[CH:18]=[C:19]([Cl:30])[CH:20]=[C:21]([C:15]4[CH:35]=[CH:34][CH:33]=[C:32]([CH3:37])[CH:31]=4)[C:41]=3[O:44]2)(=[O:9])=[O:10])=[CH:6][CH:7]=1. (3) Given the reactants [NH2:1][C@H:2]1[CH2:6][CH2:5][N:4]([C:7]([O:9][CH2:10][C:11]2[CH:16]=[CH:15][CH:14]=[CH:13][CH:12]=2)=[O:8])[CH2:3]1.C(=O)([O-])[O-].[K+].[K+].[CH2:23](I)[CH3:24].O1CC[CH2:28][CH2:27]1, predict the reaction product. The product is: [CH2:10]([O:9][C:7]([N:4]1[CH2:5][CH2:6][C@H:2]([N:1]([CH2:23][CH3:24])[CH2:27][CH3:28])[CH2:3]1)=[O:8])[C:11]1[CH:16]=[CH:15][CH:14]=[CH:13][CH:12]=1. (4) Given the reactants Cl[S:2]([C:5]1[CH:14]=[CH:13][C:8]([C:9]([O:11][CH3:12])=[O:10])=[CH:7][CH:6]=1)(=[O:4])=[O:3].[F:15][C:16]1[C:21]([OH:22])=[C:20]([F:23])[C:19]([F:24])=[C:18]([F:25])[C:17]=1[F:26].CCN(CC)CC, predict the reaction product. The product is: [F:15][C:16]1[C:21]([O:22][S:2]([C:5]2[CH:6]=[CH:7][C:8]([C:9]([O:11][CH3:12])=[O:10])=[CH:13][CH:14]=2)(=[O:4])=[O:3])=[C:20]([F:23])[C:19]([F:24])=[C:18]([F:25])[C:17]=1[F:26]. (5) The product is: [OH:2][C@H:3]1[CH2:7][N:6]([C:28](=[O:29])[C@@H:27]([N:31]2[CH2:39][C:38]3[C:33](=[CH:34][CH:35]=[CH:36][CH:37]=3)[C:32]2=[O:40])[CH:26]([CH3:41])[CH3:25])[C@H:5]([C:8]([NH:10][CH2:11][C:12]2[CH:17]=[CH:16][C:15]([C:18]3[S:22][CH:21]=[N:20][C:19]=3[CH3:23])=[CH:14][C:13]=2[OH:24])=[O:9])[CH2:4]1. Given the reactants Cl.[OH:2][C@H:3]1[CH2:7][NH:6][C@H:5]([C:8]([NH:10][CH2:11][C:12]2[CH:17]=[CH:16][C:15]([C:18]3[S:22][CH:21]=[N:20][C:19]=3[CH3:23])=[CH:14][C:13]=2[OH:24])=[O:9])[CH2:4]1.[CH3:25][CH:26]([CH3:41])[C@H:27]([N:31]1[CH2:39][C:38]2[C:33](=[CH:34][CH:35]=[CH:36][CH:37]=2)[C:32]1=[O:40])[C:28](O)=[O:29].CCN(C(C)C)C(C)C.CN(C(ON1N=NC2C=CC=NC1=2)=[N+](C)C)C.F[P-](F)(F)(F)(F)F, predict the reaction product. (6) Given the reactants [NH2:1][C:2]1[NH:3][C:4](=O)[C:5]2[CH2:11][CH2:10][CH2:9][NH:8][C:6]=2[N:7]=1.C(OC(=O)C)(=O)C.O=P(Cl)(Cl)[Cl:22], predict the reaction product. The product is: [Cl:22][C:4]1[C:5]2[CH2:11][CH2:10][CH2:9][NH:8][C:6]=2[N:7]=[C:2]([NH2:1])[N:3]=1. (7) Given the reactants C([Li])(C)(C)C.Br[C:7]1[CH:15]=[CH:14][C:10]2[O:11][CH2:12][O:13][C:9]=2[CH:8]=1.[O:16]1[C:20]2[CH:21]=[CH:22][C:23]([CH:25]=[O:26])=[CH:24][C:19]=2[O:18][CH2:17]1.C(OCC)=O, predict the reaction product. The product is: [O:11]1[C:10]2[CH:14]=[CH:15][C:7]([CH:25]([C:23]3[CH:22]=[CH:21][C:20]4[O:16][CH2:17][O:18][C:19]=4[CH:24]=3)[OH:26])=[CH:8][C:9]=2[O:13][CH2:12]1.